This data is from Forward reaction prediction with 1.9M reactions from USPTO patents (1976-2016). The task is: Predict the product of the given reaction. (1) Given the reactants F[C:2]1[N:12]=[CH:11][CH:10]=[CH:9][C:3]=1[C:4]([O:6][CH2:7][CH3:8])=[O:5].C(N(C(C)C)CC)(C)C.[F:22][C@@H:23]1[CH2:27][CH2:26][NH:25][CH2:24]1, predict the reaction product. The product is: [F:22][C@@H:23]1[CH2:27][CH2:26][N:25]([C:2]2[N:12]=[CH:11][CH:10]=[CH:9][C:3]=2[C:4]([O:6][CH2:7][CH3:8])=[O:5])[CH2:24]1. (2) Given the reactants F[C:2]1[CH:33]=[CH:32][C:5]([C:6](/[N:8]=C2\NC3C=CC(CO)=CC=3N\2[C@H]2CC[C@@H](C(=O)NC(C)C)CC2)=[O:7])=[CH:4][CH:3]=1.S(Cl)(Cl)=O.Cl.N1CC(C(O)(C)C)C1.C1CCN2C(=NCCC2)CC1, predict the reaction product. The product is: [C:6]([NH2:8])(=[O:7])[C:5]1[CH:32]=[CH:33][CH:2]=[CH:3][CH:4]=1.